Dataset: Reaction yield outcomes from USPTO patents with 853,638 reactions. Task: Predict the reaction yield, written as a fraction of the theoretical maximum amount of product (1.0 means a 100% yield; for example, 0.34 means a 34% yield). (1) The reactants are [NH2:1][CH2:2][C@@H:3]([NH:23][C:24](=[O:36])[C:25]1[CH:30]=[CH:29][C:28]([O:31][CH:32]([CH3:34])[CH3:33])=[C:27]([Cl:35])[CH:26]=1)[CH2:4][C:5]1[CH:10]=[CH:9][C:8]([C:11]2[N:12]=[C:13]3[C:18]([CH:19]([OH:21])[CH3:20])=[CH:17][CH:16]=[CH:15][N:14]3[CH:22]=2)=[CH:7][CH:6]=1.CCN=C=NCCCN(C)C.C(N(CC)C(C)C)(C)C.[CH3:57][N:58]([CH3:63])[CH2:59][C:60](O)=[O:61]. The catalyst is C(Cl)Cl.O. The product is [Cl:35][C:27]1[CH:26]=[C:25]([CH:30]=[CH:29][C:28]=1[O:31][CH:32]([CH3:33])[CH3:34])[C:24]([NH:23][C@@H:3]([CH2:4][C:5]1[CH:10]=[CH:9][C:8]([C:11]2[N:12]=[C:13]3[C:18]([CH:19]([OH:21])[CH3:20])=[CH:17][CH:16]=[CH:15][N:14]3[CH:22]=2)=[CH:7][CH:6]=1)[CH2:2][NH:1][C:60](=[O:61])[CH2:59][N:58]([CH3:63])[CH3:57])=[O:36]. The yield is 0.480. (2) The yield is 0.480. The reactants are [C:1]([O:5][C:6](=[O:18])[NH:7][C:8]1([C:11]2[CH:16]=[CH:15][C:14](I)=[CH:13][N:12]=2)[CH2:10][CH2:9]1)([CH3:4])([CH3:3])[CH3:2].[NH:19]1[CH:23]=[N:22][CH:21]=[N:20]1.[O-]P([O-])([O-])=O.[K+].[K+].[K+].CN[C@@H]1CCCC[C@H]1NC. The product is [C:1]([O:5][C:6](=[O:18])[NH:7][C:8]1([C:11]2[CH:16]=[CH:15][C:14]([N:19]3[CH:23]=[N:22][CH:21]=[N:20]3)=[CH:13][N:12]=2)[CH2:10][CH2:9]1)([CH3:4])([CH3:3])[CH3:2]. The catalyst is O.CCOC(C)=O.[Cu]I.CN(C=O)C.